Dataset: Full USPTO retrosynthesis dataset with 1.9M reactions from patents (1976-2016). Task: Predict the reactants needed to synthesize the given product. (1) Given the product [F:1][C:2]1[CH:3]=[C:4]([CH:7]=[CH:8][CH:9]=1)[CH2:5][NH:6][CH2:35][CH2:34][C:32]1[N:31]=[CH:30][N:29]([C:10]([C:17]2[CH:22]=[CH:21][CH:20]=[CH:19][CH:18]=2)([C:11]2[CH:12]=[CH:13][CH:14]=[CH:15][CH:16]=2)[C:23]2[CH:28]=[CH:27][CH:26]=[CH:25][CH:24]=2)[CH:33]=1, predict the reactants needed to synthesize it. The reactants are: [F:1][C:2]1[CH:3]=[C:4]([CH:7]=[CH:8][CH:9]=1)[CH2:5][NH2:6].[C:10]([N:29]1[CH:33]=[C:32]([CH2:34][CH2:35]OS(C)(=O)=O)[N:31]=[CH:30]1)([C:23]1[CH:28]=[CH:27][CH:26]=[CH:25][CH:24]=1)([C:17]1[CH:22]=[CH:21][CH:20]=[CH:19][CH:18]=1)[C:11]1[CH:16]=[CH:15][CH:14]=[CH:13][CH:12]=1.C([O-])([O-])=O.[K+].[K+].[Na+].[I-]. (2) Given the product [Cl:1][C:2]1[CH:3]=[C:4]2[C:9](=[CH:10][C:11]=1[F:12])[C:8]([OH:13])=[C:7]([CH:16]([OH:17])[C:15]([O:19][CH2:20][CH3:21])=[O:18])[C:6]([CH3:14])=[CH:5]2, predict the reactants needed to synthesize it. The reactants are: [Cl:1][C:2]1[CH:3]=[C:4]2[C:9](=[CH:10][C:11]=1[F:12])[C:8]([OH:13])=[CH:7][C:6]([CH3:14])=[CH:5]2.[C:15]([O:19][CH2:20][CH3:21])(=[O:18])[CH:16]=[O:17]. (3) Given the product [CH3:23][C:24]1([CH3:32])[O:28][C@@H:27]([CH2:29][O:30][NH:31][C:20]([C:3]2[C:2]([Cl:1])=[C:10]3[CH:9]=[CH:8][N:7]=[CH:6][N:5]3[C:4]=2[NH:11][C:12]2[CH:17]=[CH:16][C:15]([I:18])=[CH:14][C:13]=2[F:19])=[O:22])[CH2:26][O:25]1, predict the reactants needed to synthesize it. The reactants are: [Cl:1][C:2]1[C:3]([C:20]([OH:22])=O)=[C:4]([NH:11][C:12]2[CH:17]=[CH:16][C:15]([I:18])=[CH:14][C:13]=2[F:19])[N:5]2[C:10]=1[CH:9]=[CH:8][N:7]=[CH:6]2.[CH3:23][C:24]1([CH3:32])[O:28][C@@H:27]([CH2:29][O:30][NH2:31])[CH2:26][O:25]1.C1C=CC2N(O)N=NC=2C=1.CCN=C=NCCCN(C)C.Cl.CCN(C(C)C)C(C)C. (4) Given the product [F:11][C:10]([F:12])([F:13])[C:8]1[CH:7]=[CH:6][C:5]([C:14]2[CH:19]=[CH:18][CH:17]=[CH:16][CH:15]=2)=[C:4]([NH2:1])[CH:9]=1, predict the reactants needed to synthesize it. The reactants are: [N+:1]([C:4]1[CH:9]=[C:8]([C:10]([F:13])([F:12])[F:11])[CH:7]=[CH:6][C:5]=1[C:14]1[CH:19]=[CH:18][CH:17]=[CH:16][CH:15]=1)([O-])=O.C1COCC1.CCO.